From a dataset of TCR-epitope binding with 47,182 pairs between 192 epitopes and 23,139 TCRs. Binary Classification. Given a T-cell receptor sequence (or CDR3 region) and an epitope sequence, predict whether binding occurs between them. The epitope is YLNTLTLAV. The TCR CDR3 sequence is CASSPYFSGNEQFF. Result: 1 (the TCR binds to the epitope).